The task is: Predict the product of the given reaction.. This data is from Forward reaction prediction with 1.9M reactions from USPTO patents (1976-2016). (1) Given the reactants [CH2:1]([O:5][C:6]([C:8]1[C:9]([OH:19])=[C:10]2[C:17]([CH3:18])=[N:16][S:15][C:11]2=[C:12](Br)[N:13]=1)=[O:7])[CH2:2][CH2:3][CH3:4].C([Sn](CCCC)(CCCC)[C:25]1[CH:26]=[N:27][CH:28]=[CH:29][CH:30]=1)CCC, predict the reaction product. The product is: [CH2:1]([O:5][C:6]([C:8]1[C:9]([OH:19])=[C:10]2[C:17]([CH3:18])=[N:16][S:15][C:11]2=[C:12]([C:25]2[CH:26]=[N:27][CH:28]=[CH:29][CH:30]=2)[N:13]=1)=[O:7])[CH2:2][CH2:3][CH3:4]. (2) Given the reactants Cl[C:2]1[C:7]([C:8]([O:10][CH3:11])=[O:9])=[C:6]([C:12]([F:15])([F:14])[F:13])[N:5]=[CH:4][CH:3]=1.[N-:16]=[N+:17]=[N-:18].[Na+], predict the reaction product. The product is: [N:16]([C:2]1[C:7]([C:8]([O:10][CH3:11])=[O:9])=[C:6]([C:12]([F:15])([F:14])[F:13])[N:5]=[CH:4][CH:3]=1)=[N+:17]=[N-:18]. (3) Given the reactants [Cl:1][C:2]1[C:11]2[C:6](=[CH:7][C:8]([O:17][CH2:18][CH2:19][O:20][CH3:21])=[C:9]([O:12][CH2:13][CH2:14][O:15][CH3:16])[CH:10]=2)[N:5]=[CH:4][N:3]=1.[NH2:22][C:23]1[CH:24]=[C:25]([C:29]#[CH:30])[CH:26]=[CH:27][CH:28]=1.C(O)(=O)C1C=CC=CC=1, predict the reaction product. The product is: [CH3:16][O:15][CH2:14][CH2:13][O:12][C:9]1[CH:10]=[C:11]2[C:2]([NH:22][C:23]3[CH:28]=[CH:27][CH:26]=[C:25]([C:29]#[CH:30])[CH:24]=3)=[N:3][CH:4]=[N:5][C:6]2=[CH:7][C:8]=1[O:17][CH2:18][CH2:19][O:20][CH3:21].[ClH:1]. (4) Given the reactants [F:1][C:2]1[CH:3]=[C:4]([CH:21]=[CH:22][CH:23]=1)[CH2:5][O:6][C:7]1[CH:12]=[CH:11][C:10]([N:13]2[C:17](=[O:18])[CH2:16][C@@H:15]([C:19]#[N:20])[CH2:14]2)=[CH:9][CH:8]=1.Cl.[NH2:25][OH:26].C(N(CC)C(C)C)(C)C, predict the reaction product. The product is: [F:1][C:2]1[CH:3]=[C:4]([CH:21]=[CH:22][CH:23]=1)[CH2:5][O:6][C:7]1[CH:12]=[CH:11][C:10]([N:13]2[C:17](=[O:18])[CH2:16][C@@H:15]([C:19]([NH:25][OH:26])=[NH:20])[CH2:14]2)=[CH:9][CH:8]=1.